Dataset: Reaction yield outcomes from USPTO patents with 853,638 reactions. Task: Predict the reaction yield, written as a fraction of the theoretical maximum amount of product (1.0 means a 100% yield; for example, 0.34 means a 34% yield). The reactants are [NH2:1][C:2]1[C:7]([Br:8])=[CH:6][C:5]([Cl:9])=[CH:4][N:3]=1.Cl[C:11]1[C:12](=[O:27])[N:13]([CH2:18][C:19]2[CH:24]=[CH:23][C:22]([O:25][CH3:26])=[CH:21][CH:20]=2)[CH:14]=[C:15]([Cl:17])[N:16]=1.C(N1C=C(Cl)N=C(NC2C(Br)=CC(C)=CN=2)C1=O)C1C=CC=CC=1. No catalyst specified. The product is [Br:8][C:7]1[C:2]([NH:1][C:11]2[C:12](=[O:27])[N:13]([CH2:18][C:19]3[CH:20]=[CH:21][C:22]([O:25][CH3:26])=[CH:23][CH:24]=3)[CH:14]=[C:15]([Cl:17])[N:16]=2)=[N:3][CH:4]=[C:5]([Cl:9])[CH:6]=1. The yield is 0.580.